Task: Predict the product of the given reaction.. Dataset: Forward reaction prediction with 1.9M reactions from USPTO patents (1976-2016) (1) Given the reactants [CH3:1][CH:2]([CH3:6])[CH2:3][CH:4]=[CH2:5].B1C2CCCC1CCC2.[CH2:16]([O:23][C:24]1[C:33](=[O:34])[C:32]2[C:27](=[CH:28][C:29](I)=[CH:30][CH:31]=2)[O:26][C:25]=1[C:36]1[CH:41]=[C:40]([O:42][CH3:43])[C:39]([O:44][CH3:45])=[C:38]([O:46][CH3:47])[CH:37]=1)[C:17]1[CH:22]=[CH:21][CH:20]=[CH:19][CH:18]=1, predict the reaction product. The product is: [CH2:16]([O:23][C:24]1[C:33](=[O:34])[C:32]2[C:27](=[CH:28][C:29]([CH2:5][CH2:4][CH2:3][CH:2]([CH3:6])[CH3:1])=[CH:30][CH:31]=2)[O:26][C:25]=1[C:36]1[CH:41]=[C:40]([O:42][CH3:43])[C:39]([O:44][CH3:45])=[C:38]([O:46][CH3:47])[CH:37]=1)[C:17]1[CH:22]=[CH:21][CH:20]=[CH:19][CH:18]=1. (2) Given the reactants [NH2:1][C:2]1[CH:7]=[CH:6][C:5]([Cl:8])=[CH:4][C:3]=1[C:9]1[CH:17]=[C:16]2[N:12]([C@H:13]([C:18]([O:20]CC)=[O:19])[CH2:14][CH2:15]2)[C:11](=[O:23])[CH:10]=1.[OH-].[Na+], predict the reaction product. The product is: [NH2:1][C:2]1[CH:7]=[CH:6][C:5]([Cl:8])=[CH:4][C:3]=1[C:9]1[CH:17]=[C:16]2[N:12]([C@H:13]([C:18]([OH:20])=[O:19])[CH2:14][CH2:15]2)[C:11](=[O:23])[CH:10]=1.